This data is from Reaction yield outcomes from USPTO patents with 853,638 reactions. The task is: Predict the reaction yield, written as a fraction of the theoretical maximum amount of product (1.0 means a 100% yield; for example, 0.34 means a 34% yield). (1) The reactants are [C:1]([NH:5][S:6]([C:9]1[CH:14]=[CH:13][CH:12]=[C:11]([C:15]2[N:23]3[C:18]([CH:19]=[N:20][C:21](S(C)=O)=[N:22]3)=[CH:17][CH:16]=2)[CH:10]=1)(=[O:8])=[O:7])([CH3:4])([CH3:3])[CH3:2].[CH3:27][N:28]1[CH2:33][CH2:32][N:31]([CH2:34][CH:35]2[CH2:40][CH2:39][N:38]([C:41]3[CH:46]=[CH:45][C:44]([NH2:47])=[CH:43][CH:42]=3)[CH2:37][CH2:36]2)[CH2:30][CH2:29]1.C(N(CC)C(C)C)(C)C.COCC(O)C. No catalyst specified. The product is [C:1]([NH:5][S:6]([C:9]1[CH:14]=[CH:13][CH:12]=[C:11]([C:15]2[N:23]3[C:18]([CH:19]=[N:20][C:21]([NH:47][C:44]4[CH:45]=[CH:46][C:41]([N:38]5[CH2:39][CH2:40][CH:35]([CH2:34][N:31]6[CH2:32][CH2:33][N:28]([CH3:27])[CH2:29][CH2:30]6)[CH2:36][CH2:37]5)=[CH:42][CH:43]=4)=[N:22]3)=[CH:17][CH:16]=2)[CH:10]=1)(=[O:8])=[O:7])([CH3:4])([CH3:3])[CH3:2]. The yield is 0.300. (2) The reactants are [CH2:1]([CH2:3][NH2:4])[OH:2].[Br:5][C:6]1[S:10][C:9]([S:11](Cl)(=[O:13])=[O:12])=[CH:8][CH:7]=1. The catalyst is C(Cl)Cl. The product is [Br:5][C:6]1[S:10][C:9]([S:11]([NH:4][CH2:3][CH2:1][OH:2])(=[O:13])=[O:12])=[CH:8][CH:7]=1. The yield is 0.480. (3) The reactants are [CH:1](=O)[CH2:2][CH:3]([CH3:5])[CH3:4].[CH:7]([Mg]Br)=C.[C:11]([O:19]CC)(=[O:18])[CH2:12][C:13](OCC)=O.[OH-].[K+]. The catalyst is C1COCC1.CCO. The product is [CH3:4][CH:3]([CH3:5])[CH2:2]/[CH:1]=[CH:7]/[CH2:13][CH2:12][C:11]([OH:19])=[O:18]. The yield is 0.300.